Dataset: Cav3 T-type calcium channel HTS with 100,875 compounds. Task: Binary Classification. Given a drug SMILES string, predict its activity (active/inactive) in a high-throughput screening assay against a specified biological target. (1) The molecule is Brc1ccc(C(c2c([nH]n(c2=O)c2ccccc2)C)C[N+]([O-])=O)cc1. The result is 0 (inactive). (2) The compound is O=C(Nc1c(cccc1)C(O)=O)c1cc(NC(=O)C)ccc1. The result is 0 (inactive). (3) The compound is S(=O)(=O)(N1CCC(CC1)C)c1cc(ccc1)C(=O)NCc1sccc1. The result is 1 (active). (4) The drug is Clc1n(nc(c1c1onc(n1)c1cc(Cl)ccc1)c1ccccc1)C. The result is 0 (inactive).